From a dataset of Forward reaction prediction with 1.9M reactions from USPTO patents (1976-2016). Predict the product of the given reaction. (1) Given the reactants [CH2:1]([N:8]1[C:12]2[CH:13]=[C:14](Cl)[C:15]3[N:16]([C:17]([CH3:20])=[N:18][N:19]=3)[C:11]=2[CH:10]=[C:9]1[CH3:22])[C:2]1[CH:7]=[CH:6][CH:5]=[CH:4][CH:3]=1.[CH3:23][O-:24].[Na+].CO, predict the reaction product. The product is: [CH2:1]([N:8]1[C:12]2[CH:13]=[C:14]([O:24][CH3:23])[C:15]3[N:16]([C:17]([CH3:20])=[N:18][N:19]=3)[C:11]=2[CH:10]=[C:9]1[CH3:22])[C:2]1[CH:7]=[CH:6][CH:5]=[CH:4][CH:3]=1. (2) Given the reactants [CH3:1][C:2]([CH3:12])([C:6]1[CH:11]=[CH:10][CH:9]=[CH:8][CH:7]=1)[CH2:3][CH:4]=O.[NH2:13][C:14]1[C:19]([C:20]([F:23])([F:22])[F:21])=[CH:18][CH:17]=[CH:16][C:15]=1[C:24]([C:26]1[CH:31]=[CH:30][CH:29]=[CH:28][CH:27]=1)=O.C(=O)(O)[O-].[Na+], predict the reaction product. The product is: [CH3:12][C:2]([C:3]1[CH:4]=[N:13][C:14]2[C:15]([C:24]=1[C:26]1[CH:31]=[CH:30][CH:29]=[CH:28][CH:27]=1)=[CH:16][CH:17]=[CH:18][C:19]=2[C:20]([F:23])([F:22])[F:21])([C:6]1[CH:11]=[CH:10][CH:9]=[CH:8][CH:7]=1)[CH3:1]. (3) Given the reactants [Cl:1][C:2]1[CH:7]=[CH:6][N:5]=[C:4]2[NH:8][CH:9]=[CH:10][C:3]=12.[H-].[Na+].[CH2:13]([O:20][CH2:21]Cl)[C:14]1[CH:19]=[CH:18][CH:17]=[CH:16][CH:15]=1, predict the reaction product. The product is: [CH2:13]([O:20][CH2:21][N:8]1[C:4]2=[N:5][CH:6]=[CH:7][C:2]([Cl:1])=[C:3]2[CH:10]=[CH:9]1)[C:14]1[CH:19]=[CH:18][CH:17]=[CH:16][CH:15]=1. (4) Given the reactants [CH3:1][C:2]1[NH:3][C:4](=[O:26])[C:5]([CH2:11][C:12]2[CH:17]=[CH:16][C:15]([C:18]3[C:19]([C:24]#[N:25])=[CH:20][CH:21]=[CH:22][CH:23]=3)=[CH:14][CH:13]=2)=[C:6]([CH2:8][CH2:9][CH3:10])[N:7]=1.[CH3:27][C:28]1([CH3:42])[CH2:37][C:36](=[O:38])[C:35]2[C:30](=[CH:31][CH:32]=[C:33](B(O)O)[CH:34]=2)[O:29]1.N1C=CC=CC=1.C(N(CC)CC)C, predict the reaction product. The product is: [CH3:27][C:28]1([CH3:42])[CH2:37][C:36](=[O:38])[C:35]2[C:30](=[CH:31][CH:32]=[C:33]([N:3]3[C:4](=[O:26])[C:5]([CH2:11][C:12]4[CH:17]=[CH:16][C:15]([C:18]5[C:19]([C:24]#[N:25])=[CH:20][CH:21]=[CH:22][CH:23]=5)=[CH:14][CH:13]=4)=[C:6]([CH2:8][CH2:9][CH3:10])[N:7]=[C:2]3[CH3:1])[CH:34]=2)[O:29]1. (5) Given the reactants [F:1][C:2]1[CH:3]=[CH:4][CH:5]=[C:6]2[C:11]=1[N:10]=[C:9]([C:12]1[CH:17]=[CH:16][CH:15]=[C:14]([C:18]#[C:19][C@:20]3([OH:27])[CH2:24][CH2:23][N:22]([CH3:25])[C:21]3=[O:26])[CH:13]=1)[N:8]=[C:7]2[C:28]([O:30]CC)=O.[NH3:33], predict the reaction product. The product is: [F:1][C:2]1[CH:3]=[CH:4][CH:5]=[C:6]2[C:11]=1[N:10]=[C:9]([C:12]1[CH:17]=[CH:16][CH:15]=[C:14]([C:18]#[C:19][C@:20]3([OH:27])[CH2:24][CH2:23][N:22]([CH3:25])[C:21]3=[O:26])[CH:13]=1)[N:8]=[C:7]2[C:28]([NH2:33])=[O:30]. (6) Given the reactants [Br:1][C:2]1[CH:3]=[C:4]([CH:9]=[C:10]([OH:12])[CH:11]=1)[C:5]([O:7][CH3:8])=[O:6].[CH2:13](O)[CH3:14], predict the reaction product. The product is: [Br:1][C:2]1[CH:3]=[C:4]([CH:9]=[C:10]([O:12][CH2:13][CH3:14])[CH:11]=1)[C:5]([O:7][CH3:8])=[O:6]. (7) Given the reactants [CH3:1][O:2][C:3](=[O:17])[C:4]([O:7][C:8]1[CH:13]=[C:12]([CH3:14])[C:11]([SH:15])=[CH:10][C:9]=1[CH3:16])(C)C.BrCC([O-])=O, predict the reaction product. The product is: [CH3:1][O:2][C:3](=[O:17])[CH2:4][O:7][C:8]1[CH:13]=[C:12]([CH3:14])[C:11]([SH:15])=[CH:10][C:9]=1[CH3:16].